From a dataset of Cav3 T-type calcium channel HTS with 100,875 compounds. Binary Classification. Given a drug SMILES string, predict its activity (active/inactive) in a high-throughput screening assay against a specified biological target. (1) The compound is o1c(nnc1c1c(OC)cccc1OC)c1c2c(n(c1)C)cccc2. The result is 0 (inactive). (2) The compound is s1c(C(=O)Nc2nn(c3ccccc3)c(n2)N)ccc1. The result is 0 (inactive). (3) The molecule is s1c2nc(cc(c2c(N)c1C(=O)Nc1c(F)cccc1)C(F)(F)F)Cc1ccccc1. The result is 1 (active). (4) The compound is S(c1n(C2CCN(CC2)C(OCC)=O)c(=O)c2sccc2n1)CC(=O)NCCCC. The result is 0 (inactive). (5) The drug is O=C(N1CCN(CC1)C)c1cc2c(cc1)cccc2. The result is 0 (inactive). (6) The molecule is s1c2nc3sccn3c2cc1C(=O)Nc1c(cc(cc1C)C)C. The result is 0 (inactive). (7) The drug is O=C(N1CCCCC1)Cn1ncn2c(c1=O)ccc2. The result is 0 (inactive). (8) The drug is s1c(c(nc1NC(=O)c1oc(cc1)C)C)C(OCC)=O. The result is 0 (inactive).